From a dataset of Full USPTO retrosynthesis dataset with 1.9M reactions from patents (1976-2016). Predict the reactants needed to synthesize the given product. (1) Given the product [F:1][C:2]1[CH:7]=[CH:6][CH:5]=[C:4]([F:8])[C:3]=1[N:9]1[C:14]2[N:15]=[C:16]([NH:41][CH2:42][CH2:43][N:44]([CH3:52])[C:45](=[O:51])[O:46][C:47]([CH3:48])([CH3:49])[CH3:50])[N:17]=[C:18]([C:19]3[CH:20]=[C:21]([C:22]([NH:24][CH2:25][CH2:26][C:27]4[CH:32]=[CH:31][CH:30]=[CH:29][CH:28]=4)=[O:23])[CH:33]=[CH:34][C:35]=3[CH3:36])[C:13]=2[CH:12]=[CH:11][C:10]1=[O:40], predict the reactants needed to synthesize it. The reactants are: [F:1][C:2]1[CH:7]=[CH:6][CH:5]=[C:4]([F:8])[C:3]=1[N:9]1[C:14]2[N:15]=[C:16](S(C)=O)[N:17]=[C:18]([C:19]3[CH:20]=[C:21]([CH:33]=[CH:34][C:35]=3[CH3:36])[C:22]([NH:24][CH2:25][CH2:26][C:27]3[CH:32]=[CH:31][CH:30]=[CH:29][CH:28]=3)=[O:23])[C:13]=2[CH:12]=[CH:11][C:10]1=[O:40].[NH2:41][CH2:42][CH2:43][N:44]([CH3:52])[C:45](=[O:51])[O:46][C:47]([CH3:50])([CH3:49])[CH3:48].C(N(CC)CC)C. (2) The reactants are: [CH2:1]([CH:3]([N:6]1[C:10]2=[C:11]3[C:18]([CH3:19])=[N:17][N:16]([C:20]4[C:25]([Cl:26])=[CH:24][C:23]([Cl:27])=[CH:22][C:21]=4[Cl:28])[C:12]3=[N:13][C:14]([CH3:15])=[C:9]2[CH2:8][CH2:7]1)[CH2:4][CH3:5])[CH3:2]. Given the product [CH2:1]([CH:3]([N:6]1[C:10]2=[C:11]3[C:18]([CH3:19])=[N:17][N:16]([C:20]4[C:25]([Cl:26])=[CH:24][C:23]([Cl:27])=[CH:22][C:21]=4[Cl:28])[C:12]3=[N:13][C:14]([CH3:15])=[C:9]2[CH:8]=[CH:7]1)[CH2:4][CH3:5])[CH3:2], predict the reactants needed to synthesize it. (3) Given the product [CH3:30][NH:29][C:27]([NH:26][C:23]1[CH:22]=[CH:21][C:20]([C:10]2[N:11]=[C:12]([N:14]3[CH2:15][CH2:16][O:17][CH2:18][CH2:19]3)[N:13]=[C:8]([C:5]3[CH:4]=[CH:3][C:2]([NH:1][C:48]([NH:47][C:44]4[CH:43]=[CH:42][C:41]([C:38]([NH2:39])=[O:40])=[CH:46][CH:45]=4)=[O:56])=[CH:7][CH:6]=3)[N:9]=2)=[CH:25][CH:24]=1)=[O:28], predict the reactants needed to synthesize it. The reactants are: [NH2:1][C:2]1[CH:7]=[CH:6][C:5]([C:8]2[N:13]=[C:12]([N:14]3[CH2:19][CH2:18][O:17][CH2:16][CH2:15]3)[N:11]=[C:10]([C:20]3[CH:25]=[CH:24][C:23]([NH:26][C:27]([NH:29][CH3:30])=[O:28])=[CH:22][CH:21]=3)[N:9]=2)=[CH:4][CH:3]=1.C(N(CC)CC)C.[C:38]([C:41]1[CH:46]=[CH:45][C:44]([NH:47][C:48](=[O:56])OC2C=CC=CC=2)=[CH:43][CH:42]=1)(=[O:40])[NH2:39]. (4) Given the product [Cl:35][C:6]1[CH:5]=[C:4]([CH:9]=[CH:8][C:7]=1[NH:10][C:11]([N:13]([CH:29]1[CH2:34][CH2:33][CH2:32][CH2:31][CH2:30]1)[C:14]1[N:15]([C:23]2[CH:28]=[CH:27][CH:26]=[CH:25][CH:24]=2)[N:16]=[C:17]2[C:22]=1[CH:21]=[CH:20][CH:19]=[CH:18]2)=[O:12])[C:3]([OH:36])=[O:2], predict the reactants needed to synthesize it. The reactants are: C[O:2][C:3](=[O:36])[C:4]1[CH:9]=[CH:8][C:7]([NH:10][C:11]([N:13]([CH:29]2[CH2:34][CH2:33][CH2:32][CH2:31][CH2:30]2)[C:14]2[N:15]([C:23]3[CH:28]=[CH:27][CH:26]=[CH:25][CH:24]=3)[N:16]=[C:17]3[C:22]=2[CH:21]=[CH:20][CH:19]=[CH:18]3)=[O:12])=[C:6]([Cl:35])[CH:5]=1.[OH-].[Li+].